From a dataset of Catalyst prediction with 721,799 reactions and 888 catalyst types from USPTO. Predict which catalyst facilitates the given reaction. (1) Reactant: [H-].[Na+].[Cl:3][C:4]1[C:8]([NH:9][C:10](=[O:16])[O:11][C:12]([CH3:15])([CH3:14])[CH3:13])=[CH:7][N:6]([C:17]2[CH:18]=[N:19][CH:20]=[CH:21][CH:22]=2)[N:5]=1.[CH2:23](I)[CH3:24]. Product: [Cl:3][C:4]1[C:8]([N:9]([CH2:23][CH3:24])[C:10](=[O:16])[O:11][C:12]([CH3:15])([CH3:14])[CH3:13])=[CH:7][N:6]([C:17]2[CH:18]=[N:19][CH:20]=[CH:21][CH:22]=2)[N:5]=1. The catalyst class is: 9. (2) Reactant: [CH:1]1[C:6](=[O:7])[C:5]([OH:8])=[CH:4][O:3][C:2]=1[CH2:9][OH:10].C([O-])([O-])=O.[Cs+].[Cs+].[Br:17][CH2:18][CH2:19][CH2:20][CH2:21][CH2:22]Br. Product: [Br:17][CH2:18][CH2:19][CH2:20][CH2:21][CH2:22][O:8][C:5]1[C:6](=[O:7])[CH:1]=[C:2]([CH2:9][OH:10])[O:3][CH:4]=1. The catalyst class is: 3. (3) Reactant: [CH3:1][C:2]([O:4][CH2:5][C:6]1[CH2:15][S:14][C@@H:9]2[C@H:10]([NH2:13])[C:11](=[O:12])[N:8]2[C:7]=1[C:16]([OH:18])=[O:17])=[O:3].C(=O)([O-])[O-].[K+].[K+].[Cl:25][CH2:26][C:27](Cl)=[O:28]. Product: [C:2]([O:4][CH2:5][C:6]1[CH2:15][S:14][C@@H:9]2[N:8]([C:11](=[O:12])[C@H:10]2[NH:13][C:27](=[O:28])[CH2:26][Cl:25])[C:7]=1[C:16]([OH:18])=[O:17])(=[O:3])[CH3:1]. The catalyst class is: 283. (4) Reactant: [CH:1]([N:4]1[CH2:9][CH2:8][CH:7]([NH2:10])[CH2:6][CH2:5]1)([CH3:3])[CH3:2].C(N(C(C)C)CC)(C)C.[O:20]=[C:21]1[C:29]2[C:24](=[CH:25][CH:26]=[CH:27][CH:28]=2)[C:23](=[O:30])[N:22]1[CH2:31][CH2:32][S:33](Cl)(=[O:35])=[O:34]. Product: [CH:1]([N:4]1[CH2:9][CH2:8][CH:7]([NH:10][S:33]([CH2:32][CH2:31][N:22]2[C:21](=[O:20])[C:29]3[C:24](=[CH:25][CH:26]=[CH:27][CH:28]=3)[C:23]2=[O:30])(=[O:34])=[O:35])[CH2:6][CH2:5]1)([CH3:3])[CH3:2]. The catalyst class is: 4. (5) Reactant: O[CH:2]1[CH:6](O)[CH2:5]O[CH:3]1[C:8]1O[C:11]([CH3:13])=[C:10]([C:14](=O)[CH3:15])[CH:9]=1.C(S([O-])(=O)=O)(F)(F)F.C(S([O-])(=O)=O)(F)(F)F.C(S([O-])(=O)=O)(F)(F)F.[La+3]. Product: [CH2:14]([CH:10]([CH2:9][CH2:8][CH2:3][CH2:2][CH2:6][CH3:5])[CH2:11][CH3:13])[CH3:15]. The catalyst class is: 285. (6) Reactant: [CH3:1][O:2][C:3](=[O:23])[C:4]1[CH:9]=[C:8]([CH:10]=[CH2:11])[C:7]([C:12]([F:15])([F:14])[F:13])=[CH:6][C:5]=1[NH:16][C:17]([O:19][CH:20]([CH3:22])[CH3:21])=[O:18].[H][H]. Product: [CH3:1][O:2][C:3](=[O:23])[C:4]1[CH:9]=[C:8]([CH2:10][CH3:11])[C:7]([C:12]([F:15])([F:14])[F:13])=[CH:6][C:5]=1[NH:16][C:17]([O:19][CH:20]([CH3:22])[CH3:21])=[O:18]. The catalyst class is: 43. (7) Reactant: [H-].[Na+].[CH3:3][O:4][C:5]1[CH:6]=[C:7]2[C:11](=[CH:12][C:13]=1[O:14][CH3:15])[NH:10][CH:9]=[C:8]2[C:16]1[N:24]([S:25]([C:28]2[CH:33]=[CH:32][C:31]([CH3:34])=[CH:30][CH:29]=2)(=[O:27])=[O:26])[C:19]2=[N:20][CH:21]=[CH:22][CH:23]=[C:18]2[CH:17]=1.[CH3:35][O:36][CH2:37][CH2:38]Br.O. Product: [CH3:3][O:4][C:5]1[CH:6]=[C:7]2[C:11](=[CH:12][C:13]=1[O:14][CH3:15])[N:10]([CH2:38][CH2:37][O:36][CH3:35])[CH:9]=[C:8]2[C:16]1[N:24]([S:25]([C:28]2[CH:29]=[CH:30][C:31]([CH3:34])=[CH:32][CH:33]=2)(=[O:27])=[O:26])[C:19]2=[N:20][CH:21]=[CH:22][CH:23]=[C:18]2[CH:17]=1. The catalyst class is: 42.